This data is from Reaction yield outcomes from USPTO patents with 853,638 reactions. The task is: Predict the reaction yield, written as a fraction of the theoretical maximum amount of product (1.0 means a 100% yield; for example, 0.34 means a 34% yield). (1) The reactants are [CH3:1][O:2][C:3]1[CH:4]=[C:5]2[C:10](=[C:11]([O:13][CH3:14])[CH:12]=1)[C:9](O)=[N:8][C:7]([NH:16][C:17]1[CH:21]=[C:20]([CH3:22])[NH:19][N:18]=1)=[CH:6]2.O=P(Cl)(Cl)[Cl:25]. No catalyst specified. The product is [Cl:25][C:9]1[C:10]2[C:5](=[CH:4][C:3]([O:2][CH3:1])=[CH:12][C:11]=2[O:13][CH3:14])[CH:6]=[C:7]([NH:16][C:17]2[CH:21]=[C:20]([CH3:22])[NH:19][N:18]=2)[N:8]=1. The yield is 0.473. (2) The reactants are [F:1][C:2]1[CH:7]=[CH:6][C:5]([CH3:8])=[CH:4][C:3]=1[NH:9][C:10]1[N:15]2[N:16]=[CH:17][C:18]([C:19]([OH:21])=O)=[C:14]2[N:13]=[CH:12][C:11]=1[C:22]([N:24]1[CH2:29][CH2:28][CH:27]([C:30]2[CH:35]=[CH:34][CH:33]=[CH:32][CH:31]=2)[CH2:26][CH2:25]1)=[O:23].[CH:36]1([S:39]([NH2:42])(=[O:41])=[O:40])[CH2:38][CH2:37]1. No catalyst specified. The product is [F:1][C:2]1[CH:7]=[CH:6][C:5]([CH3:8])=[CH:4][C:3]=1[NH:9][C:10]1[N:15]2[N:16]=[CH:17][C:18]([C:19]([NH:42][S:39]([CH:36]3[CH2:38][CH2:37]3)(=[O:41])=[O:40])=[O:21])=[C:14]2[N:13]=[CH:12][C:11]=1[C:22]([N:24]1[CH2:29][CH2:28][CH:27]([C:30]2[CH:31]=[CH:32][CH:33]=[CH:34][CH:35]=2)[CH2:26][CH2:25]1)=[O:23]. The yield is 0.590. (3) The reactants are [F:1][C:2]([F:18])([F:17])[C:3]1[CH:4]=[C:5]([CH:8]=[C:9]([C:13]([F:16])([F:15])[F:14])[C:10]=1OC)[CH:6]=[O:7].B(Br)(Br)Br.[OH2:23]. The catalyst is ClCCl. The product is [OH:23][C:4]1[C:3]([C:2]([F:18])([F:17])[F:1])=[CH:10][C:9]([C:13]([F:16])([F:15])[F:14])=[CH:8][C:5]=1[CH:6]=[O:7]. The yield is 0.700. (4) The reactants are [F:1][C:2]1[CH:7]=[C:6]([N:8]2[CH2:13][CH2:12][O:11][CH2:10][CH2:9]2)[CH:5]=[C:4]([F:14])[C:3]=1[NH2:15].[CH:16]1([CH2:21][C:22](Cl)=[O:23])[CH2:20][CH2:19][CH2:18][CH2:17]1. The catalyst is C(#N)C. The product is [CH:16]1([CH2:21][C:22]([NH:15][C:3]2[C:2]([F:1])=[CH:7][C:6]([N:8]3[CH2:9][CH2:10][O:11][CH2:12][CH2:13]3)=[CH:5][C:4]=2[F:14])=[O:23])[CH2:20][CH2:19][CH2:18][CH2:17]1. The yield is 0.750. (5) The reactants are Cl[C:2]1[S:3][C:4](Cl)=[C:5]2[C:9](=[O:10])[CH2:8][CH2:7][C:6]=12.[N:12]1[CH:17]=[CH:16][C:15](B(O)O)=[CH:14][CH:13]=1.C([O-])(O)=O.[Na+]. The catalyst is C(COC)OC.Cl[Pd](Cl)([P](C1C=CC=CC=1)(C1C=CC=CC=1)C1C=CC=CC=1)[P](C1C=CC=CC=1)(C1C=CC=CC=1)C1C=CC=CC=1. The product is [N:12]1[CH:17]=[CH:16][C:15]([C:2]2[S:3][C:4]([C:15]3[CH:16]=[CH:17][N:12]=[CH:13][CH:14]=3)=[C:5]3[C:9](=[O:10])[CH2:8][CH2:7][C:6]=23)=[CH:14][CH:13]=1. The yield is 0.500.